From a dataset of Forward reaction prediction with 1.9M reactions from USPTO patents (1976-2016). Predict the product of the given reaction. (1) Given the reactants [CH:1]([C:4]1[CH:21]=[CH:20][C:7]([O:8][CH:9]([C:15]([O:17][CH2:18][CH3:19])=[O:16])[C:10]([O:12][CH2:13][CH3:14])=[O:11])=[CH:6][CH:5]=1)([CH3:3])[CH3:2].[CH2:22]([O:29][C:30]1[CH:37]=[CH:36][C:33]([CH2:34]Cl)=[CH:32][CH:31]=1)[C:23]1[CH:28]=[CH:27][CH:26]=[CH:25][CH:24]=1.[H-].[Na+], predict the reaction product. The product is: [CH2:22]([O:29][C:30]1[CH:31]=[CH:32][C:33]([CH2:34][C:9]([O:8][C:7]2[CH:20]=[CH:21][C:4]([CH:1]([CH3:2])[CH3:3])=[CH:5][CH:6]=2)([C:10]([O:12][CH2:13][CH3:14])=[O:11])[C:15]([O:17][CH2:18][CH3:19])=[O:16])=[CH:36][CH:37]=1)[C:23]1[CH:24]=[CH:25][CH:26]=[CH:27][CH:28]=1. (2) Given the reactants C(OC(=O)[N:7]([CH:18]1[CH2:23][CH2:22][N:21]([CH2:24][CH2:25][N:26]2[C:35]3[C:30](=[CH:31][CH:32]=[C:33]([O:36][CH3:37])[CH:34]=3)[C:29]([CH3:38])=[CH:28][C:27]2=[O:39])[CH2:20][CH2:19]1)[CH2:8][C:9](=[O:17])[NH:10][C:11]1[CH:16]=[CH:15][CH:14]=[CH:13][N:12]=1)(C)(C)C.FC(F)(F)C(O)=O, predict the reaction product. The product is: [N:12]1[CH:13]=[CH:14][CH:15]=[CH:16][C:11]=1[NH:10][C:9](=[O:17])[CH2:8][NH:7][CH:18]1[CH2:23][CH2:22][N:21]([CH2:24][CH2:25][N:26]2[C:35]3[C:30](=[CH:31][CH:32]=[C:33]([O:36][CH3:37])[CH:34]=3)[C:29]([CH3:38])=[CH:28][C:27]2=[O:39])[CH2:20][CH2:19]1. (3) Given the reactants Cl[C:2]1[CH:3]=[C:4]([C:9]2[N:13]3[CH:14]=[CH:15][C:16]([C:19]([OH:22])([CH3:21])[CH3:20])=[C:17]([F:18])[C:12]3=[N:11][CH:10]=2)[CH:5]=[CH:6][C:7]=1[F:8].[F:23][C:24]1[CH:29]=[CH:28][C:27](B(O)O)=[C:26]([O:33][CH3:34])[CH:25]=1, predict the reaction product. The product is: [F:8][C:7]1[CH:6]=[CH:5][C:4]([C:9]2[N:13]3[CH:14]=[CH:15][C:16]([C:19]([OH:22])([CH3:21])[CH3:20])=[C:17]([F:18])[C:12]3=[N:11][CH:10]=2)=[CH:3][C:2]=1[C:27]1[CH:28]=[CH:29][C:24]([F:23])=[CH:25][C:26]=1[O:33][CH3:34]. (4) Given the reactants [NH2:1][C@H:2]([C:11]([OH:13])=[O:12])[CH2:3][C:4]1[CH:9]=[CH:8][C:7]([OH:10])=[CH:6][CH:5]=1.[CH:14]1([C:20](Cl)=[O:21])[CH2:19][CH2:18][CH2:17][CH2:16][CH2:15]1.Cl, predict the reaction product. The product is: [CH:14]1([C:20]([NH:1][C@H:2]([C:11]([OH:13])=[O:12])[CH2:3][C:4]2[CH:5]=[CH:6][C:7]([O:10][C:20]([CH:14]3[CH2:19][CH2:18][CH2:17][CH2:16][CH2:15]3)=[O:21])=[CH:8][CH:9]=2)=[O:21])[CH2:19][CH2:18][CH2:17][CH2:16][CH2:15]1.